From a dataset of Peptide-MHC class I binding affinity with 185,985 pairs from IEDB/IMGT. Regression. Given a peptide amino acid sequence and an MHC pseudo amino acid sequence, predict their binding affinity value. This is MHC class I binding data. (1) The peptide sequence is AYQPTRWFI. The MHC is HLA-B57:01 with pseudo-sequence HLA-B57:01. The binding affinity (normalized) is 0.0847. (2) The peptide sequence is GKTRKYLPAI. The MHC is HLA-A30:01 with pseudo-sequence HLA-A30:01. The binding affinity (normalized) is 0.349. (3) The MHC is HLA-A31:01 with pseudo-sequence HLA-A31:01. The peptide sequence is LMIFISSFLL. The binding affinity (normalized) is 0.478. (4) The peptide sequence is LLLMRTSWAL. The MHC is HLA-B08:01 with pseudo-sequence HLA-B08:01. The binding affinity (normalized) is 0.964.